From a dataset of Reaction yield outcomes from USPTO patents with 853,638 reactions. Predict the reaction yield, written as a fraction of the theoretical maximum amount of product (1.0 means a 100% yield; for example, 0.34 means a 34% yield). (1) The reactants are [NH2:1][C:2]1[N:7]=[CH:6][N:5]=[C:4]2[N:8]([CH:12]3[CH2:17][CH2:16][C:15](=O)[CH2:14][CH2:13]3)[N:9]=[C:10]([I:11])[C:3]=12.[N:19]1([C:25]([O:27][C:28]([CH3:31])([CH3:30])[CH3:29])=[O:26])[CH2:24][CH2:23][NH:22][CH2:21][CH2:20]1.C(O[BH-](OC(=O)C)OC(=O)C)(=O)C.[Na+]. The catalyst is ClCCCl.ClCCl. The product is [C:28]([O:27][C:25]([N:19]1[CH2:24][CH2:23][N:22]([CH:15]2[CH2:16][CH2:17][CH:12]([N:8]3[C:4]4=[N:5][CH:6]=[N:7][C:2]([NH2:1])=[C:3]4[C:10]([I:11])=[N:9]3)[CH2:13][CH2:14]2)[CH2:21][CH2:20]1)=[O:26])([CH3:31])([CH3:29])[CH3:30]. The yield is 0.360. (2) The reactants are CCN=C=NCCCN(C)C.[CH2:12]([NH2:18])[C:13]1[O:17][CH:16]=[CH:15][CH:14]=1.[CH2:19]([O:21][C:22]([C:24]1[C:25]([C:46]2[CH:54]=[CH:53][C:49]([C:50](O)=[O:51])=[CH:48][CH:47]=2)=[C:26]2[C:41](=[O:42])[N:40]3[CH2:43][CH2:44][CH2:45][N:39]3[C:27]2=[N:28][C:29]=1[CH2:30][CH2:31][C:32]1[CH:37]=[CH:36][C:35]([F:38])=[CH:34][CH:33]=1)=[O:23])[CH3:20].C1C=CC2N(O)N=NC=2C=1.O. The product is [F:38][C:35]1[CH:36]=[CH:37][C:32]([CH2:31][CH2:30][C:29]2[N:28]=[C:27]3[N:39]4[CH2:45][CH2:44][CH2:43][N:40]4[C:41](=[O:42])[C:26]3=[C:25]([C:46]3[CH:54]=[CH:53][C:49]([C:50]([NH:18][CH2:12][C:13]4[O:17][CH:16]=[CH:15][CH:14]=4)=[O:51])=[CH:48][CH:47]=3)[C:24]=2[C:22]([O:21][CH2:19][CH3:20])=[O:23])=[CH:33][CH:34]=1. The yield is 0.330. The catalyst is CN(C=O)C. (3) The reactants are [N+:1]([C:4]1[CH:8]=[CH:7][N:6]([CH2:9][CH2:10][OH:11])[N:5]=1)([O-])=O. The catalyst is C(OCC)(=O)C.[Pd]. The product is [NH2:1][C:4]1[CH:8]=[CH:7][N:6]([CH2:9][CH2:10][OH:11])[N:5]=1. The yield is 0.900. (4) The reactants are CC1C=CC(S(O[CH2:12][CH2:13][O:14][CH2:15][CH2:16][F:17])(=O)=O)=CC=1.[Cl:18][C:19]1[CH:24]=[CH:23][C:22]([C@H:25]2[C@H:30]([OH:31])[C@@H:29]([OH:32])[C@H:28]([OH:33])[C@@H:27]([CH2:34][OH:35])[O:26]2)=[CH:21][C:20]=1[CH2:36][C:37]1[CH:42]=[CH:41][C:40]([OH:43])=[CH:39][CH:38]=1.C(=O)([O-])[O-].[Cs+].[Cs+]. The catalyst is CN(C=O)C.C(OCC)C. The product is [Cl:18][C:19]1[CH:24]=[CH:23][C:22]([C@H:25]2[C@H:30]([OH:31])[C@@H:29]([OH:32])[C@H:28]([OH:33])[C@@H:27]([CH2:34][OH:35])[O:26]2)=[CH:21][C:20]=1[CH2:36][C:37]1[CH:38]=[CH:39][C:40]([O:43][CH2:12][CH2:13][O:14][CH2:15][CH2:16][F:17])=[CH:41][CH:42]=1. The yield is 0.0500. (5) The reactants are [NH2:1][C:2]1[CH:3]=[C:4]([CH:9]=[C:10]([I:12])[CH:11]=1)[C:5]([O:7][CH3:8])=[O:6].Cl[C:14]1[N:19]=[C:18]([C:20]([F:23])([F:22])[F:21])[CH:17]=[CH:16][N:15]=1.CS(O)(=O)=O. The catalyst is O1CCOCC1.C(OCC)(=O)C. The product is [I:12][C:10]1[CH:9]=[C:4]([CH:3]=[C:2]([NH:1][C:14]2[N:19]=[C:18]([C:20]([F:23])([F:22])[F:21])[CH:17]=[CH:16][N:15]=2)[CH:11]=1)[C:5]([O:7][CH3:8])=[O:6]. The yield is 0.710. (6) The reactants are [Br:1][C:2]1[CH:3]=[C:4]([C:15]([NH:17][CH2:18][C:19]2[C:20]([O:28]C)=[N:21][C:22]([CH2:26][OH:27])=[CH:23][C:24]=2[CH3:25])=[O:16])[C:5]2[C:6]([CH3:14])=[CH:7][N:8]([CH:11]([CH3:13])[CH3:12])[C:9]=2[CH:10]=1.Cl. The catalyst is O1CCCC1. The product is [Br:1][C:2]1[CH:3]=[C:4]([C:15]([NH:17][CH2:18][C:19]2[C:20](=[O:28])[NH:21][C:22]([CH2:26][OH:27])=[CH:23][C:24]=2[CH3:25])=[O:16])[C:5]2[C:6]([CH3:14])=[CH:7][N:8]([CH:11]([CH3:13])[CH3:12])[C:9]=2[CH:10]=1. The yield is 0.390. (7) The reactants are [Cl:1][C:2]1[CH:10]=[C:9]2[C:5]([CH:6]=[CH:7][NH:8]2)=[CH:4][C:3]=1[F:11].[CH3:12][C:13](OC(C)=O)=[O:14].[NH2:19][C@H:20]([C:23]([OH:25])=[O:24])[CH2:21]O. The catalyst is CC(O)=O. The product is [C:13]([NH:19][CH:20]([CH2:21][C:6]1[C:5]2[C:9](=[CH:10][C:2]([Cl:1])=[C:3]([F:11])[CH:4]=2)[NH:8][CH:7]=1)[C:23]([OH:25])=[O:24])(=[O:14])[CH3:12]. The yield is 0.370. (8) The reactants are C([O-])=O.[NH4+:4].C[O:6][C:7]([C:9]1[S:10][CH:11]=[CH:12][C:13]=1[NH:14][CH:15]=O)=O. The catalyst is C(N)=O. The product is [N:14]1[C:13]2[CH:12]=[CH:11][S:10][C:9]=2[C:7](=[O:6])[NH:4][CH:15]=1. The yield is 0.630.